Predict the product of the given reaction. From a dataset of Forward reaction prediction with 1.9M reactions from USPTO patents (1976-2016). (1) Given the reactants [NH2:1][C:2]1[N:7]=[CH:6][N:5]=[C:4]2[NH:8][N:9]=[C:10]([C:11]3[CH:16]=[CH:15][C:14]([O:17][C:18]4[CH:23]=[CH:22][CH:21]=[CH:20][CH:19]=4)=[CH:13][CH:12]=3)[C:3]=12.[NH:24]1[CH2:28][CH2:27][C@H:26](O)[CH2:25]1.C1C=CC(P(C2C=CC=CC=2)C2C=CC=CC=2)=CC=1.CC(OC(/N=N/C(OC(C)C)=O)=O)C.Cl, predict the reaction product. The product is: [O:17]([C:14]1[CH:13]=[CH:12][C:11]([C:10]2[C:3]3[C:4](=[N:5][CH:6]=[N:7][C:2]=3[NH2:1])[N:8]([C@@H:26]3[CH2:27][CH2:28][NH:24][CH2:25]3)[N:9]=2)=[CH:16][CH:15]=1)[C:18]1[CH:23]=[CH:22][CH:21]=[CH:20][CH:19]=1. (2) The product is: [OH:4][CH2:3][C:2]([NH:1][C:24](=[O:25])[C:20]([CH3:21])([CH3:22])[CH3:23])([CH2:7][OH:8])[CH2:5][OH:6]. Given the reactants [NH2:1][C:2]([CH2:7][OH:8])([CH2:5][OH:6])[CH2:3][OH:4].C(OC(O[C:20]([CH3:23])([CH3:22])[CH3:21])=O)(O[C:20]([CH3:23])([CH3:22])[CH3:21])=O.[CH3:24][OH:25], predict the reaction product. (3) Given the reactants C(O)(=O)C.[O:5]1[CH:9]=[CH:8][CH:7]=[C:6]1/[CH:10]=[C:11]1\[CH2:12][NH:13][CH2:14][CH2:15][CH:16]\1[OH:17].Br[CH:19]([C:25]1[CH:30]=[CH:29][CH:28]=[CH:27][C:26]=1[F:31])[C:20]([CH:22]1[CH2:24][CH2:23]1)=[O:21].C(N(CC)CC)C.O, predict the reaction product. The product is: [CH:22]1([C:20](=[O:21])[CH:19]([N:13]2[CH2:14][CH2:15][CH:16]([OH:17])/[C:11](=[CH:10]/[C:6]3[O:5][CH:9]=[CH:8][CH:7]=3)/[CH2:12]2)[C:25]2[CH:30]=[CH:29][CH:28]=[CH:27][C:26]=2[F:31])[CH2:24][CH2:23]1. (4) Given the reactants C([O-])([O-])=[O:2].[Cs+].[Cs+].[CH3:7][S:8]([N:11]1[CH2:16][CH:15]=[C:14]([C:17]2[N:18](S(C3C=CC(C)=CC=3)(=O)=O)[C:19]3[C:24]([CH:25]=2)=[C:23]([N:26]2[CH2:31][CH2:30][CH2:29][C@@H:28]([N:32]4[CH2:37][CH2:36][CH2:35][CH2:34][C:33]4=[O:38])[CH2:27]2)[CH:22]=[CH:21][C:20]=3[C:39]#[N:40])[CH2:13][CH2:12]1)(=[O:10])=[O:9].[OH-].[Na+].OO.[NH4+].[Cl-], predict the reaction product. The product is: [CH3:7][S:8]([N:11]1[CH2:16][CH:15]=[C:14]([C:17]2[NH:18][C:19]3[C:24]([CH:25]=2)=[C:23]([N:26]2[CH2:31][CH2:30][CH2:29][C@@H:28]([N:32]4[CH2:37][CH2:36][CH2:35][CH2:34][C:33]4=[O:38])[CH2:27]2)[CH:22]=[CH:21][C:20]=3[C:39]([NH2:40])=[O:2])[CH2:13][CH2:12]1)(=[O:9])=[O:10]. (5) Given the reactants [CH3:1][O:2][C:3]([C:5]1[C:10]([O:11][CH2:12][C:13]2[CH:18]=[CH:17][CH:16]=[CH:15][CH:14]=2)=[C:9]([N:19]=[N+]=[N-])[CH:8]=[C:7]([Br:22])[N:6]=1)=[O:4].[BH4-].[Na+].CCOC(C)=O, predict the reaction product. The product is: [CH3:1][O:2][C:3]([C:5]1[C:10]([O:11][CH2:12][C:13]2[CH:14]=[CH:15][CH:16]=[CH:17][CH:18]=2)=[C:9]([NH2:19])[CH:8]=[C:7]([Br:22])[N:6]=1)=[O:4]. (6) Given the reactants [OH:1][N:2]=[C:3](Cl)[C:4]1[CH:15]=[CH:14][C:7]2[B:8]([OH:13])[O:9][C:10]([CH3:12])([CH3:11])[C:6]=2[CH:5]=1.[Cl:17][C:18]1[CH:23]=[C:22]([C:24]([C:26]([F:32])([F:31])[C:27]([F:30])([F:29])[F:28])=[CH2:25])[CH:21]=[C:20]([Cl:33])[CH:19]=1, predict the reaction product. The product is: [Cl:17][C:18]1[CH:23]=[C:22]([C:24]2([C:26]([F:32])([F:31])[C:27]([F:28])([F:29])[F:30])[O:1][N:2]=[C:3]([C:4]3[CH:15]=[CH:14][C:7]4[B:8]([OH:13])[O:9][C:10]([CH3:12])([CH3:11])[C:6]=4[CH:5]=3)[CH2:25]2)[CH:21]=[C:20]([Cl:33])[CH:19]=1. (7) Given the reactants [C:1]([O:5][C:6]([N:8]1[CH2:15][CH2:14][CH:13]2[CH:10]([N:11]([C@@H](C3C=CC=CC=3)C)[CH2:12]2)[CH2:9]1)=[O:7])([CH3:4])([CH3:3])[CH3:2], predict the reaction product. The product is: [C:1]([O:5][C:6]([N:8]1[CH2:15][CH2:14][C@@H:13]2[C@@H:10]([NH:11][CH2:12]2)[CH2:9]1)=[O:7])([CH3:4])([CH3:2])[CH3:3].